This data is from Full USPTO retrosynthesis dataset with 1.9M reactions from patents (1976-2016). The task is: Predict the reactants needed to synthesize the given product. (1) Given the product [C:1]([O:5][C:6](=[O:40])[NH:7][CH:8]1[CH2:13][CH2:12][CH:11]([NH:14][C:15](=[O:39])[C:16]2[CH:21]=[C:20]([O:22][C:42]3[CH:49]=[CH:48][C:45]([C:46]#[N:47])=[CH:44][CH:43]=3)[CH:19]=[C:18]([O:23][C:24]3[CH:25]=[CH:26][C:27]([CH2:30][NH:31][C:32]([O:34][C:35]([CH3:38])([CH3:37])[CH3:36])=[O:33])=[CH:28][CH:29]=3)[CH:17]=2)[CH2:10][CH2:9]1)([CH3:4])([CH3:2])[CH3:3], predict the reactants needed to synthesize it. The reactants are: [C:1]([O:5][C:6](=[O:40])[NH:7][CH:8]1[CH2:13][CH2:12][CH:11]([NH:14][C:15](=[O:39])[C:16]2[CH:21]=[C:20]([OH:22])[CH:19]=[C:18]([O:23][C:24]3[CH:29]=[CH:28][C:27]([CH2:30][NH:31][C:32]([O:34][C:35]([CH3:38])([CH3:37])[CH3:36])=[O:33])=[CH:26][CH:25]=3)[CH:17]=2)[CH2:10][CH2:9]1)([CH3:4])([CH3:3])[CH3:2].F[C:42]1[CH:49]=[CH:48][C:45]([C:46]#[N:47])=[CH:44][CH:43]=1. (2) Given the product [CH2:16]([C:15]1[S:11][C:12]2[CH:27]=[CH:26][S:25][C:13]=2[CH:14]=1)[CH2:17][CH2:18][CH2:19][CH2:20][CH2:21][CH2:22][CH3:23], predict the reactants needed to synthesize it. The reactants are: [H-].[H-].[H-].[H-].[Li+].[Al+3].[Al+3].[Cl-].[Cl-].[Cl-].[S:11]1[C:15]([C:16](=O)[CH2:17][CH2:18][CH2:19][CH2:20][CH2:21][CH2:22][CH3:23])=[CH:14][C:13]2[S:25][CH:26]=[CH:27][C:12]1=2.